The task is: Regression. Given a peptide amino acid sequence and an MHC pseudo amino acid sequence, predict their binding affinity value. This is MHC class II binding data.. This data is from Peptide-MHC class II binding affinity with 134,281 pairs from IEDB. The peptide sequence is EKKYFAATQFFPLAA. The MHC is HLA-DQA10101-DQB10501 with pseudo-sequence HLA-DQA10101-DQB10501. The binding affinity (normalized) is 0.324.